This data is from Reaction yield outcomes from USPTO patents with 853,638 reactions. The task is: Predict the reaction yield, written as a fraction of the theoretical maximum amount of product (1.0 means a 100% yield; for example, 0.34 means a 34% yield). The reactants are C[Si](C)(C)[C:3]([F:6])([F:5])[F:4].[Cl:9][C:10]1[N:15]=[C:14]([CH:16]2[CH2:18][CH2:17]2)[C:13](I)=[C:12]([C:20]([O:22][CH3:23])=[O:21])[CH:11]=1. The catalyst is CN1C(=O)CCC1. The product is [Cl:9][C:10]1[N:15]=[C:14]([CH:16]2[CH2:17][CH2:18]2)[C:13]([C:3]([F:6])([F:5])[F:4])=[C:12]([C:20]([O:22][CH3:23])=[O:21])[CH:11]=1. The yield is 0.940.